Dataset: CYP2C9 inhibition data for predicting drug metabolism from PubChem BioAssay. Task: Regression/Classification. Given a drug SMILES string, predict its absorption, distribution, metabolism, or excretion properties. Task type varies by dataset: regression for continuous measurements (e.g., permeability, clearance, half-life) or binary classification for categorical outcomes (e.g., BBB penetration, CYP inhibition). Dataset: cyp2c9_veith. (1) The molecule is O=c1c2cnn(-c3ccccc3)c2nnn1/N=C/c1cccnc1. The result is 0 (non-inhibitor). (2) The compound is C1CCNCC1.O=c1[nH]cnc2[nH]cc(CN3CCCCC3)c12. The result is 0 (non-inhibitor). (3) The molecule is COCCn1c(=O)c(-c2cc(F)cc(F)c2)nc2cnc(Oc3cccc(Cl)c3)nc21. The result is 1 (inhibitor). (4) The molecule is COc1ccc([N+](=O)[O-])cc1N(CC(O)CN(CC(C)C)CC(C)C)S(=O)(=O)c1ccccc1. The result is 1 (inhibitor). (5) The compound is CNCCc1ccccn1.CS(=O)(=O)O. The result is 0 (non-inhibitor). (6) The drug is N/C(CC(=O)Nc1cc(C(F)(F)F)ccc1Cl)=N\O. The result is 0 (non-inhibitor).